Task: Predict the reactants needed to synthesize the given product.. Dataset: Full USPTO retrosynthesis dataset with 1.9M reactions from patents (1976-2016) (1) Given the product [CH3:3][O:2]/[N:4]=[CH:17]\[C:15]1[S:16][C:12]([Br:11])=[N:5][CH:14]=1, predict the reactants needed to synthesize it. The reactants are: Cl.[O:2]([NH2:4])[CH3:3].[N:5]1C=CC=CC=1.[Br:11][C:12]1[S:16][C:15]([CH:17]=O)=[CH:14]C=1. (2) Given the product [Br:1][C:16]1[S:15][C:14]([CH:17]2[CH2:22][CH2:21][NH:20][CH2:19][CH2:18]2)=[N:13][C:12]=1[CH2:11][CH2:10][C:4]1[CH:9]=[CH:8][CH:7]=[CH:6][CH:5]=1, predict the reactants needed to synthesize it. The reactants are: [Br:1]Br.Cl.[C:4]1([CH2:10][CH2:11][C:12]2[N:13]=[C:14]([CH:17]3[CH2:22][CH2:21][NH:20][CH2:19][CH2:18]3)[S:15][CH:16]=2)[CH:9]=[CH:8][CH:7]=[CH:6][CH:5]=1.C(=O)(O)[O-].[Na+]. (3) Given the product [NH2:33][CH2:32][C:27]1[CH:28]=[CH:29][CH:30]=[CH:31][C:26]=1[C:8]1[N:9]([CH2:20][CH:21]2[O:25][CH2:24][CH2:23][O:22]2)[C:10]2[C:15]([C:7]=1[CH:1]1[CH2:2][CH2:3][CH2:4][CH2:5][CH2:6]1)=[CH:14][CH:13]=[C:12]([C:16]([O:18][CH3:19])=[O:17])[CH:11]=2, predict the reactants needed to synthesize it. The reactants are: [CH:1]1([C:7]2[C:15]3[C:10](=[CH:11][C:12]([C:16]([O:18][CH3:19])=[O:17])=[CH:13][CH:14]=3)[N:9]([CH2:20][CH:21]3[O:25][CH2:24][CH2:23][O:22]3)[C:8]=2[C:26]2[CH:31]=[CH:30][CH:29]=[CH:28][C:27]=2[CH:32]=[N:33]O)[CH2:6][CH2:5][CH2:4][CH2:3][CH2:2]1. (4) Given the product [Cl:1][C:2]1[CH:39]=[CH:38][C:5]([O:6][C:7]2[CH:8]=[CH:9][C:10]([NH:13][C:14]3[O:18][C:17]([C:19]([NH:21][C:22]4[CH:23]=[CH:24][C:25]([N:28]5[CH2:33][CH2:32][CH:31]([C:34]([OH:36])=[O:35])[CH2:30][CH2:29]5)=[N:26][CH:27]=4)=[O:20])=[N:16][N:15]=3)=[CH:11][CH:12]=2)=[CH:4][CH:3]=1, predict the reactants needed to synthesize it. The reactants are: [Cl:1][C:2]1[CH:39]=[CH:38][C:5]([O:6][C:7]2[CH:12]=[CH:11][C:10]([NH:13][C:14]3[O:18][C:17]([C:19]([NH:21][C:22]4[CH:23]=[CH:24][C:25]([N:28]5[CH2:33][CH2:32][CH:31]([C:34]([O:36]C)=[O:35])[CH2:30][CH2:29]5)=[N:26][CH:27]=4)=[O:20])=[N:16][N:15]=3)=[CH:9][CH:8]=2)=[CH:4][CH:3]=1.[OH-].[Na+].